From a dataset of Full USPTO retrosynthesis dataset with 1.9M reactions from patents (1976-2016). Predict the reactants needed to synthesize the given product. (1) Given the product [F:1][C:2]1[CH:10]=[CH:9][CH:8]=[C:7]2[C:3]=1[C:4]([C:27]([NH2:31])=[O:29])=[N:5][N:6]2[C:11]1[CH:16]=[C:15]([C:17]#[C:18][C@:19]2([OH:26])[CH2:23][CH2:22][N:21]([CH3:24])[C:20]2=[O:25])[CH:14]=[CH:13][N:12]=1, predict the reactants needed to synthesize it. The reactants are: [F:1][C:2]1[CH:10]=[CH:9][CH:8]=[C:7]2[C:3]=1[C:4]([C:27]([O:29]C)=O)=[N:5][N:6]2[C:11]1[CH:16]=[C:15]([C:17]#[C:18][C@:19]2([OH:26])[CH2:23][CH2:22][N:21]([CH3:24])[C:20]2=[O:25])[CH:14]=[CH:13][N:12]=1.[NH3:31]. (2) Given the product [CH2:7]([N:14]1[CH2:15][CH2:16][C:17]2[C:22]([OH:23])=[N:5][CH:4]=[N:6][C:18]=2[CH2:19][CH2:20]1)[C:8]1[CH:13]=[CH:12][CH:11]=[CH:10][CH:9]=1, predict the reactants needed to synthesize it. The reactants are: C[O-].[Na+].[CH:4]([NH2:6])=[NH:5].[CH2:7]([N:14]1[CH2:20][CH2:19][C:18](=O)[CH:17]([C:22](OCC)=[O:23])[CH2:16][CH2:15]1)[C:8]1[CH:13]=[CH:12][CH:11]=[CH:10][CH:9]=1.C(O)(=O)C. (3) Given the product [NH2:18][C:5]1[CH:4]=[C:3]([C:1]#[N:2])[C:8]2[N:9]=[CH:10][NH:14][C:7]=2[C:6]=1[CH3:17], predict the reactants needed to synthesize it. The reactants are: [C:1]([C:3]1[C:8]([N:9]=[CH:10]N(C)C)=[C:7]([N+:14]([O-])=O)[C:6]([CH3:17])=[C:5]([N+:18]([O-])=O)[CH:4]=1)#[N:2]. (4) Given the product [F:1][C:2]1[CH:7]=[CH:6][C:5]([CH:8]2[C:16]3[C:11](=[CH:12][C:13]([CH:17]=[O:18])=[CH:14][CH:15]=3)[CH2:10][O:9]2)=[CH:4][CH:3]=1, predict the reactants needed to synthesize it. The reactants are: [F:1][C:2]1[CH:7]=[CH:6][C:5]([CH:8]2[C:16]3[C:11](=[CH:12][C:13]([CH2:17][OH:18])=[CH:14][CH:15]=3)[CH2:10][O:9]2)=[CH:4][CH:3]=1. (5) Given the product [C:21]([C:20]1[CH:23]=[CH:24][C:17]([N:11]2[C:12](=[O:16])[C:13]([CH3:14])([CH3:15])[N:9]([C:4]3[CH:5]=[CH:6][C:7]([O:8][CH2:31][C:30]([O:34][CH3:35])=[O:33])=[C:2]([F:1])[CH:3]=3)[C:10]2=[S:29])=[CH:18][C:19]=1[C:25]([F:26])([F:27])[F:28])#[N:22], predict the reactants needed to synthesize it. The reactants are: [F:1][C:2]1[CH:3]=[C:4]([N:9]2[C:13]([CH3:15])([CH3:14])[C:12](=[O:16])[N:11]([C:17]3[CH:24]=[CH:23][C:20]([C:21]#[N:22])=[C:19]([C:25]([F:28])([F:27])[F:26])[CH:18]=3)[C:10]2=[S:29])[CH:5]=[CH:6][C:7]=1[OH:8].[C:30]([O:34][CH3:35])(=[O:33])[CH2:31]O.C1(P(C2C=CC=CC=2)C2C=CC=CC=2)C=CC=CC=1.N(C(OC(C)C)=O)=NC(OC(C)C)=O. (6) Given the product [O:8]1[C:7]2[CH:2]=[CH:3][C:4]([C:11]3[S:15][C:14]([NH:16][C:17](=[O:26])[C:18]4[C:23]([F:24])=[CH:22][CH:21]=[CH:20][C:19]=4[F:25])=[N:13][C:12]=3[CH3:27])=[CH:5][C:6]=2[O:10][CH2:9]1, predict the reactants needed to synthesize it. The reactants are: Br[C:2]1[C:7]2[O:8][CH2:9][O:10][C:6]=2[CH:5]=[C:4]([C:11]2[S:15][C:14]([NH:16][C:17](=[O:26])[C:18]3[C:23]([F:24])=[CH:22][CH:21]=[CH:20][C:19]=3[F:25])=[N:13][C:12]=2[CH3:27])[CH:3]=1. (7) Given the product [CH3:1][C:2]1([CH3:37])[N:6]([S:7]([C:10]2[CH:15]=[CH:14][CH:13]=[CH:12][CH:11]=2)(=[O:9])=[O:8])[CH2:5][CH:4]([CH2:16][N:17]2[C:25]3[C:20](=[CH:21][C:22]([C:26]4[CH:30]=[N:29][NH:28][CH:27]=4)=[CH:23][CH:24]=3)[CH:19]=[CH:18]2)[CH2:3]1, predict the reactants needed to synthesize it. The reactants are: [CH3:1][C:2]1([CH3:37])[N:6]([S:7]([C:10]2[CH:15]=[CH:14][CH:13]=[CH:12][CH:11]=2)(=[O:9])=[O:8])[CH2:5][CH:4]([CH2:16][N:17]2[C:25]3[C:20](=[CH:21][C:22]([C:26]4[CH:27]=[N:28][N:29](C5CCCCO5)[CH:30]=4)=[CH:23][CH:24]=3)[CH:19]=[CH:18]2)[CH2:3]1.C1(C)C=CC(S(O)(=O)=O)=CC=1.C(=O)(O)[O-].[Na+]. (8) Given the product [CH3:30][O:29][C:26]1[CH:27]=[CH:28][C:23]([CH2:22][NH:1][CH2:2][C:3]2[O:7][N:6]=[C:5]([C:8]3[CH:9]=[CH:10][C:11]([N:14]4[CH2:18][CH2:17][CH:16]([N:19]([CH3:21])[CH3:20])[CH2:15]4)=[CH:12][CH:13]=3)[N:4]=2)=[CH:24][CH:25]=1, predict the reactants needed to synthesize it. The reactants are: [NH2:1][CH2:2][C:3]1[O:7][N:6]=[C:5]([C:8]2[CH:13]=[CH:12][C:11]([N:14]3[CH2:18][CH2:17][CH:16]([N:19]([CH3:21])[CH3:20])[CH2:15]3)=[CH:10][CH:9]=2)[N:4]=1.[CH:22](=O)[C:23]1[CH:28]=[CH:27][C:26]([O:29][CH3:30])=[CH:25][CH:24]=1.